This data is from Catalyst prediction with 721,799 reactions and 888 catalyst types from USPTO. The task is: Predict which catalyst facilitates the given reaction. (1) Reactant: [H-].[Na+].[Cl:3][C:4]1[C:5]([CH3:23])=[C:6]([C:15]2[CH:16]=[CH:17][C:18]([C:21]#[N:22])=[N:19][CH:20]=2)[C:7]([O:13][CH3:14])=[C:8]([CH:10](Cl)[CH3:11])[CH:9]=1.[CH3:24][C:25]1[C:33]2[C:28](=[N:29][CH:30]=[N:31][C:32]=2[NH2:34])[NH:27][N:26]=1.O. Product: [NH2:34][C:32]1[N:31]=[CH:30][N:29]=[C:28]2[N:27]([CH:10]([C:8]3[C:7]([O:13][CH3:14])=[C:6]([C:15]4[CH:16]=[CH:17][C:18]([C:21]#[N:22])=[N:19][CH:20]=4)[C:5]([CH3:23])=[C:4]([Cl:3])[CH:9]=3)[CH3:11])[N:26]=[C:25]([CH3:24])[C:33]=12. The catalyst class is: 9. (2) Reactant: [F:1][C:2]([F:11])([F:10])[C:3]([NH:5][CH2:6][CH2:7][CH:8]=[O:9])=[O:4].C[Si](C)(C)[O:14][C:15]([O:17][CH:18]([CH3:20])[CH3:19])=[CH2:16]. Product: [OH:9][CH:8]([CH2:7][CH2:6][NH:5][C:3](=[O:4])[C:2]([F:10])([F:11])[F:1])[CH2:16][C:15]([O:17][CH:18]([CH3:20])[CH3:19])=[O:14]. The catalyst class is: 388.